Dataset: Catalyst prediction with 721,799 reactions and 888 catalyst types from USPTO. Task: Predict which catalyst facilitates the given reaction. (1) Reactant: [C:1]1([CH3:11])[CH:6]=[C:5]([CH3:7])[CH:4]=[C:3]([CH3:8])[C:2]=1[Mg]Br.[CH:12]1[C:21]2[C:16](=[CH:17][CH:18]=[CH:19][CH:20]=2)[CH:15]=[CH:14][N:13]=1.Cl[C:23]([O:25][CH2:26][CH3:27])=[O:24]. Product: [CH3:11][C:1]1[CH:6]=[C:5]([CH3:7])[CH:4]=[C:3]([CH3:8])[C:2]=1[CH:12]1[C:21]2[C:16](=[CH:17][CH:18]=[CH:19][CH:20]=2)[CH:15]=[CH:14][N:13]1[C:23]([O:25][CH2:26][CH3:27])=[O:24]. The catalyst class is: 1. (2) Reactant: [Br:1][C:2]1[CH:7]=[CH:6][C:5](OC)=[CH:4][C:3]=1I.[C:11]1(B(O)O)[CH:16]=[CH:15][CH:14]=[CH:13][CH:12]=1.[C:20]([O-:23])([O-])=O.[Na+].[Na+].CCO. Product: [Br:1][C:2]1[CH:7]=[C:6]([O:23][CH3:20])[CH:5]=[CH:4][C:3]=1[C:11]1[CH:16]=[CH:15][CH:14]=[CH:13][CH:12]=1. The catalyst class is: 206. (3) Reactant: N1C2C(=CC=CC=2)[C:4](=[O:5])C1=O.[NH:12]1[C:20]2[C:15](=[CH:16][CH:17]=[C:18]3[CH2:24][CH2:23][CH2:22][CH2:21][C:19]3=2)[C:14](=O)[C:13]1=[O:26].[OH-:27].[Na+].C(OC[C:34](=O)[CH:35]([C:37]1[CH:42]=[CH:41][CH:40]=[CH:39][CH:38]=1)[CH3:36])(=O)C. Product: [OH:26][C:13]1[C:36]([CH:35]([C:37]2[CH:42]=[CH:41][CH:40]=[CH:39][CH:38]=2)[CH3:34])=[N:12][C:20]2[C:15]([C:14]=1[C:4]([OH:5])=[O:27])=[CH:16][CH:17]=[C:18]1[CH2:24][CH2:23][CH2:22][CH2:21][C:19]=21. The catalyst class is: 8.